Dataset: Forward reaction prediction with 1.9M reactions from USPTO patents (1976-2016). Task: Predict the product of the given reaction. (1) Given the reactants Cl[C:2]1[N:7]=[C:6]([O:8][CH3:9])[C:5]([CH3:10])=[CH:4][N:3]=1.[C:11]([O:15][C:16](=[O:25])[NH:17][C@H:18]1[CH2:23][CH2:22][C@@H:21]([NH2:24])[CH2:20][CH2:19]1)([CH3:14])([CH3:13])[CH3:12].CCN(C(C)C)C(C)C.CC(O)C, predict the reaction product. The product is: [C:11]([O:15][C:16](=[O:25])[NH:17][C@H:18]1[CH2:19][CH2:20][C@@H:21]([NH:24][C:2]2[N:7]=[C:6]([O:8][CH3:9])[C:5]([CH3:10])=[CH:4][N:3]=2)[CH2:22][CH2:23]1)([CH3:14])([CH3:12])[CH3:13]. (2) Given the reactants [CH2:1]([O:3][C:4](=[O:13])[C:5](=[CH:11]Cl)[C:6]([O:8][CH2:9][CH3:10])=[O:7])[CH3:2].C(N(CC)CC)C.[CH3:21][O:22][C:23]1[CH:24]=[C:25]2[C:30](=[C:31]3[CH2:35][C:34]([CH3:37])([CH3:36])[O:33][C:32]=13)[C:29]([C:38]1[CH:39]=[C:40]([NH2:44])[CH:41]=[CH:42][CH:43]=1)=[N:28][C:27]([CH3:46])([CH3:45])[CH2:26]2.O, predict the reaction product. The product is: [CH2:1]([O:3][C:4](=[O:13])[C:5](=[CH:11][NH:44][C:40]1[CH:41]=[CH:42][CH:43]=[C:38]([C:29]2[C:30]3[C:25](=[CH:24][C:23]([O:22][CH3:21])=[C:32]4[O:33][C:34]([CH3:36])([CH3:37])[CH2:35][C:31]4=3)[CH2:26][C:27]([CH3:46])([CH3:45])[N:28]=2)[CH:39]=1)[C:6]([O:8][CH2:9][CH3:10])=[O:7])[CH3:2]. (3) The product is: [CH:1]1([NH:4][C:5](=[O:29])[C:6]2[CH:11]=[CH:10][C:9]([C:12]3[N:16]4[CH:17]=[C:18]([C:23]5[CH:28]=[CH:27][CH:26]=[CH:25][CH:24]=5)[N:19]=[C:20]([S:21]([CH3:22])=[O:38])[C:15]4=[N:14][CH:13]=3)=[CH:8][CH:7]=2)[CH2:3][CH2:2]1. Given the reactants [CH:1]1([NH:4][C:5](=[O:29])[C:6]2[CH:11]=[CH:10][C:9]([C:12]3[N:16]4[CH:17]=[C:18]([C:23]5[CH:28]=[CH:27][CH:26]=[CH:25][CH:24]=5)[N:19]=[C:20]([S:21][CH3:22])[C:15]4=[N:14][CH:13]=3)=[CH:8][CH:7]=2)[CH2:3][CH2:2]1.ClC1C=C(C(OO)=[O:38])C=CC=1, predict the reaction product. (4) Given the reactants C(O[N:4]=[CH:5][C:6]1[CH:7]=[C:8]2[C:12](=[CH:13][CH:14]=1)[NH:11][N:10]=[C:9]2[C:15]1[CH:16]=[C:17]([C:21]([NH:23][C:24]2[CH:29]=[CH:28][C:27]([F:30])=[CH:26][CH:25]=2)=[O:22])[CH:18]=[CH:19][CH:20]=1)C.[NH2:31][NH:32][C:33](=O)[CH2:34][N:35]([CH3:37])[CH3:36].C[O-].[Na+].Cl, predict the reaction product. The product is: [CH3:36][N:35]([CH2:34][C:33]1[N:4]=[C:5]([C:6]2[CH:7]=[C:8]3[C:12](=[CH:13][CH:14]=2)[NH:11][N:10]=[C:9]3[C:15]2[CH:16]=[C:17]([C:21]([NH:23][C:24]3[CH:25]=[CH:26][C:27]([F:30])=[CH:28][CH:29]=3)=[O:22])[CH:18]=[CH:19][CH:20]=2)[NH:31][N:32]=1)[CH3:37].